From a dataset of Peptide-MHC class II binding affinity with 134,281 pairs from IEDB. Regression. Given a peptide amino acid sequence and an MHC pseudo amino acid sequence, predict their binding affinity value. This is MHC class II binding data. (1) The peptide sequence is IFGSLAFLPESFDGD. The MHC is HLA-DQA10501-DQB10201 with pseudo-sequence HLA-DQA10501-DQB10201. The binding affinity (normalized) is 0.595. (2) The peptide sequence is NYLALLVKFVAGDGD. The MHC is DRB5_0101 with pseudo-sequence DRB5_0101. The binding affinity (normalized) is 0.184. (3) The peptide sequence is HGSEEWEPLTKKGNVWEVKS. The MHC is HLA-DQA10501-DQB10301 with pseudo-sequence HLA-DQA10501-DQB10301. The binding affinity (normalized) is 0.717. (4) The binding affinity (normalized) is 0.604. The peptide sequence is NKAGVRIYVDIVLNH. The MHC is DRB1_1001 with pseudo-sequence DRB1_1001. (5) The peptide sequence is GAQLGELYYAIYKAS. The MHC is DRB1_0405 with pseudo-sequence DRB1_0405. The binding affinity (normalized) is 0.296. (6) The peptide sequence is VIDAMCHATLTYRML. The MHC is HLA-DQA10201-DQB10301 with pseudo-sequence HLA-DQA10201-DQB10301. The binding affinity (normalized) is 0.479. (7) The peptide sequence is ITIQYNLTFSDAQSA. The binding affinity (normalized) is 0.341. The MHC is DRB1_0101 with pseudo-sequence DRB1_0101.